From a dataset of NCI-60 drug combinations with 297,098 pairs across 59 cell lines. Regression. Given two drug SMILES strings and cell line genomic features, predict the synergy score measuring deviation from expected non-interaction effect. (1) Drug 1: CC1=C(C=C(C=C1)NC(=O)C2=CC=C(C=C2)CN3CCN(CC3)C)NC4=NC=CC(=N4)C5=CN=CC=C5. Drug 2: C1=NC2=C(N1)C(=S)N=CN2. Cell line: A498. Synergy scores: CSS=18.0, Synergy_ZIP=-5.16, Synergy_Bliss=-1.80, Synergy_Loewe=-18.2, Synergy_HSA=-2.27. (2) Drug 1: CC1=C(C=C(C=C1)NC2=NC=CC(=N2)N(C)C3=CC4=NN(C(=C4C=C3)C)C)S(=O)(=O)N.Cl. Drug 2: C(CC(=O)O)C(=O)CN.Cl. Cell line: OVCAR-8. Synergy scores: CSS=3.53, Synergy_ZIP=0.190, Synergy_Bliss=3.54, Synergy_Loewe=0.314, Synergy_HSA=1.69.